Task: Predict the reaction yield, written as a fraction of the theoretical maximum amount of product (1.0 means a 100% yield; for example, 0.34 means a 34% yield).. Dataset: Reaction yield outcomes from USPTO patents with 853,638 reactions The reactants are [NH2:1][C:2]1[CH:3]=[C:4]([CH:8]=[C:9](Br)[CH:10]=1)[C:5]([OH:7])=[O:6].[C:12]1(B(O)O)[CH:17]=[CH:16][CH:15]=[CH:14][CH:13]=1.C(=O)([O-])[O-].[K+].[K+].Cl. The catalyst is O1CCOCC1.O.C1C=CC([P]([Pd]([P](C2C=CC=CC=2)(C2C=CC=CC=2)C2C=CC=CC=2)([P](C2C=CC=CC=2)(C2C=CC=CC=2)C2C=CC=CC=2)[P](C2C=CC=CC=2)(C2C=CC=CC=2)C2C=CC=CC=2)(C2C=CC=CC=2)C2C=CC=CC=2)=CC=1. The product is [NH2:1][C:2]1[CH:3]=[C:4]([C:5]([OH:7])=[O:6])[CH:8]=[C:9]([C:12]2[CH:17]=[CH:16][CH:15]=[CH:14][CH:13]=2)[CH:10]=1. The yield is 0.507.